Dataset: Full USPTO retrosynthesis dataset with 1.9M reactions from patents (1976-2016). Task: Predict the reactants needed to synthesize the given product. (1) Given the product [CH3:16][C:6]1[C:7]([NH:8][C:9](=[O:15])[O:10][C:11]([CH3:14])([CH3:12])[CH3:13])=[C:2]([CH3:1])[N:3]=[C:4]([O:17][CH2:18][C:19]([N:21]([CH3:28])[CH:22]2[CH2:23][CH2:24][N:25]([C:37]3[CH:38]=[N:39][CH:40]=[CH:41][CH:42]=3)[CH2:26][CH2:27]2)=[O:20])[N:5]=1, predict the reactants needed to synthesize it. The reactants are: [CH3:1][C:2]1[C:7]([NH:8][C:9](=[O:15])[O:10][C:11]([CH3:14])([CH3:13])[CH3:12])=[C:6]([CH3:16])[N:5]=[C:4]([O:17][CH2:18][C:19]([N:21]([CH3:28])[CH:22]2[CH2:27][CH2:26][NH:25][CH2:24][CH2:23]2)=[O:20])[N:3]=1.CC1(C)C(C)(C)OB([C:37]2[CH:38]=[N:39][CH:40]=[CH:41][CH:42]=2)O1. (2) Given the product [C:1]([C:4]1[CH:33]=[CH:32][C:7]([O:8][CH2:9][C:10]2[CH:11]=[CH:12][C:13]([C:16]([C:17]3[CH:18]=[C:19]([CH:22]=[CH:23][CH:24]=3)[C:20]#[N:21])=[CH2:38])=[CH:14][CH:15]=2)=[C:6]([CH2:34][CH2:35][CH3:36])[C:5]=1[OH:37])(=[O:3])[CH3:2], predict the reactants needed to synthesize it. The reactants are: [C:1]([C:4]1[CH:33]=[CH:32][C:7]([O:8][CH2:9][C:10]2[CH:15]=[CH:14][C:13]([CH:16](OC3CCCCO3)[C:17]3[CH:18]=[C:19]([CH:22]=[CH:23][CH:24]=3)[C:20]#[N:21])=[CH:12][CH:11]=2)=[C:6]([CH2:34][CH2:35][CH3:36])[C:5]=1[OH:37])(=[O:3])[CH3:2].[CH:38]([Si](C(C)C)(C(C)C)OCC1C=CC(C(C2C=C(C=CC=2)C#N)=C)=CC=1)(C)C. (3) Given the product [F:1][C:2]1[CH:10]=[C:9]2[C:5]([C:6]([C:20]3[CH:21]=[N:22][C:23]([CH3:26])=[CH:24][CH:25]=3)=[CH:7][NH:8]2)=[CH:4][CH:3]=1, predict the reactants needed to synthesize it. The reactants are: [F:1][C:2]1[CH:10]=[C:9]2[C:5]([C:6]([C:20]3[CH:21]=[N:22][C:23]([CH3:26])=[CH:24][CH:25]=3)=[CH:7][N:8]2S(C2C=CC=CC=2)(=O)=O)=[CH:4][CH:3]=1.[OH-].[Na+]. (4) Given the product [C:38]([C:35]1[CH:36]=[CH:37][C:32]2[N:31]=[CH:2][N:40]([C:41]3[N:46]=[CH:45][C:44]([CH2:47][C:48]([NH2:50])=[O:49])=[C:43]([NH:51][CH2:52][C:53]4[CH:54]=[C:55]([F:60])[CH:56]=[C:57]([F:59])[CH:58]=4)[CH:42]=3)[C:33]=2[CH:34]=1)#[N:39], predict the reactants needed to synthesize it. The reactants are: N[C:2]1C=C(C#N)C=CC=1NC1N=CC(CC(N)=O)=C(NCC2C=C(F)C=C(F)C=2)C=1.[NH2:31][C:32]1[CH:37]=[CH:36][C:35]([C:38]#[N:39])=[CH:34][C:33]=1[NH:40][C:41]1[N:46]=[CH:45][C:44]([CH2:47][C:48]([NH2:50])=[O:49])=[C:43]([NH:51][CH2:52][C:53]2[CH:58]=[C:57]([F:59])[CH:56]=[C:55]([F:60])[CH:54]=2)[CH:42]=1. (5) The reactants are: C(OC(=O)[NH:7][CH2:8][C:9]([N:11]1[CH2:16][CH2:15][CH:14]([C:17]2[CH:22]=[CH:21][C:20]([NH:23][C:24]([C:26]3[NH:27][CH:28]=[C:29]([C:31]#[N:32])[N:30]=3)=[O:25])=[C:19]([C:33]3[CH2:38][CH2:37][CH2:36][CH2:35][CH:34]=3)[CH:18]=2)[CH2:13][CH2:12]1)=[O:10])(C)(C)C.CCO.[C:43]([OH:49])([C:45]([F:48])([F:47])[F:46])=[O:44]. Given the product [F:46][C:45]([F:48])([F:47])[C:43]([OH:49])=[O:44].[NH2:7][CH2:8][C:9]([N:11]1[CH2:16][CH2:15][CH:14]([C:17]2[CH:22]=[CH:21][C:20]([NH:23][C:24]([C:26]3[NH:27][CH:28]=[C:29]([C:31]#[N:32])[N:30]=3)=[O:25])=[C:19]([C:33]3[CH2:38][CH2:37][CH2:36][CH2:35][CH:34]=3)[CH:18]=2)[CH2:13][CH2:12]1)=[O:10], predict the reactants needed to synthesize it. (6) Given the product [Br:13][C:14]1[CH:15]=[CH:16][C:17]([C:20]2[N:21]=[C:22]([N:25]3[C@H:26]([CH3:27])[CH2:2][O:4][C:5]3=[O:11])[S:23][CH:24]=2)=[CH:18][CH:19]=1, predict the reactants needed to synthesize it. The reactants are: Cl[C:2](Cl)([O:4][C:5](=[O:11])OC(Cl)(Cl)Cl)Cl.[Br:13][C:14]1[CH:19]=[CH:18][C:17]([C:20]2[N:21]=[C:22]([NH:25][C@H:26](C)[CH2:27]O)[S:23][CH:24]=2)=[CH:16][CH:15]=1.C(N(CC)C(C)C)(C)C.